From a dataset of Catalyst prediction with 721,799 reactions and 888 catalyst types from USPTO. Predict which catalyst facilitates the given reaction. (1) Reactant: FC(F)(F)C(O)=O.C([O:12][C:13](=[O:52])[CH2:14][CH2:15][C:16]1[CH:21]=[CH:20][C:19]([O:22][CH2:23][CH2:24][CH2:25][O:26][C:27]2[CH:32]=[CH:31][C:30]([C:33](=[O:40])[C:34]3[CH:39]=[CH:38][CH:37]=[CH:36][CH:35]=3)=[CH:29][CH:28]=2)=[CH:18][C:17]=1[CH2:41][O:42][C:43](=[O:51])[NH:44][CH:45]1[CH2:50][CH2:49][CH2:48][CH2:47][CH2:46]1)(C)(C)C. Product: [C:33]([C:30]1[CH:29]=[CH:28][C:27]([O:26][CH2:25][CH2:24][CH2:23][O:22][C:19]2[CH:20]=[CH:21][C:16]([CH2:15][CH2:14][C:13]([OH:52])=[O:12])=[C:17]([CH2:41][O:42][C:43](=[O:51])[NH:44][CH:45]3[CH2:50][CH2:49][CH2:48][CH2:47][CH2:46]3)[CH:18]=2)=[CH:32][CH:31]=1)(=[O:40])[C:34]1[CH:35]=[CH:36][CH:37]=[CH:38][CH:39]=1. The catalyst class is: 2. (2) Reactant: [NH2:1][C:2]1[NH:6][N:5]=[C:4]([CH2:7][CH2:8][C:9]2[CH:10]=[C:11]([CH:16]=[C:17]([CH3:19])[CH:18]=2)[C:12]([NH:14][CH3:15])=[O:13])[CH:3]=1.Cl[C:21]1[CH:26]=[CH:25][N:24]=[C:23]([NH:27][CH2:28][C:29]2[O:33][N:32]=[C:31]([CH3:34])[CH:30]=2)[N:22]=1. Product: [CH3:15][NH:14][C:12](=[O:13])[C:11]1[CH:10]=[C:9]([CH2:8][CH2:7][C:4]2[CH:3]=[C:2]([NH:1][C:21]3[CH:26]=[CH:25][N:24]=[C:23]([NH:27][CH2:28][C:29]4[O:33][N:32]=[C:31]([CH3:34])[CH:30]=4)[N:22]=3)[NH:6][N:5]=2)[CH:18]=[C:17]([CH3:19])[CH:16]=1. The catalyst class is: 8. (3) The catalyst class is: 100. Reactant: Cl.[Br:2][C:3]1[CH:11]=[C:10]2[C:6]([CH2:7][CH2:8][NH:9]2)=[CH:5][CH:4]=1.[CH3:12][C:13]([O:16][C:17](O[C:17]([O:16][C:13]([CH3:15])([CH3:14])[CH3:12])=[O:18])=[O:18])([CH3:15])[CH3:14]. Product: [Br:2][C:3]1[CH:11]=[C:10]2[C:6]([CH2:7][CH2:8][N:9]2[C:17]([O:16][C:13]([CH3:15])([CH3:14])[CH3:12])=[O:18])=[CH:5][CH:4]=1. (4) Reactant: [H-].[Na+].[CH3:3][S:4]([NH2:7])(=[O:6])=[O:5].[Cl:8][C:9]1[CH:10]=[C:11]([C:33](O)=[O:34])[C:12]2[CH2:13][C:14]([CH3:32])([CH3:31])[CH:15]([C:19]3[CH:24]=[CH:23][CH:22]=[C:21]([N:25]4[CH2:30][CH2:29][O:28][CH2:27][CH2:26]4)[CH:20]=3)[NH:16][C:17]=2[CH:18]=1.C(N1C=CN=C1)(N1C=CN=C1)=O. Product: [Cl:8][C:9]1[CH:10]=[C:11]([C:33]([NH:7][S:4]([CH3:3])(=[O:6])=[O:5])=[O:34])[C:12]2[CH2:13][C:14]([CH3:31])([CH3:32])[CH:15]([C:19]3[CH:24]=[CH:23][CH:22]=[C:21]([N:25]4[CH2:26][CH2:27][O:28][CH2:29][CH2:30]4)[CH:20]=3)[NH:16][C:17]=2[CH:18]=1. The catalyst class is: 9. (5) Reactant: C([O:3][C:4](=[O:42])[CH2:5][O:6][C:7]1[CH:12]=[CH:11][C:10]([S:13][C:14]2[CH:19]=[C:18]([O:20][CH2:21][C:22]3[CH:27]=[CH:26][C:25]([S:28]([CH3:31])(=[O:30])=[O:29])=[CH:24][CH:23]=3)[CH:17]=[C:16]([C:32]#[C:33][C:34]3[CH:39]=[CH:38][C:37]([F:40])=[CH:36][CH:35]=3)[CH:15]=2)=[CH:9][C:8]=1[CH3:41])C.[OH-].[Na+].Cl. Product: [F:40][C:37]1[CH:38]=[CH:39][C:34]([C:33]#[C:32][C:16]2[CH:15]=[C:14]([S:13][C:10]3[CH:11]=[CH:12][C:7]([O:6][CH2:5][C:4]([OH:42])=[O:3])=[C:8]([CH3:41])[CH:9]=3)[CH:19]=[C:18]([O:20][CH2:21][C:22]3[CH:23]=[CH:24][C:25]([S:28]([CH3:31])(=[O:30])=[O:29])=[CH:26][CH:27]=3)[CH:17]=2)=[CH:35][CH:36]=1. The catalyst class is: 8. (6) Reactant: [CH3:1][C:2]1[CH:7]=[CH:6][CH:5]=[C:4]([CH3:8])[C:3]=1[N:9]=[C:10]=[O:11].[NH2:12][C:13]1[CH:18]=[C:17]([F:19])[CH:16]=[CH:15][C:14]=1[C:20]([NH:22][C@@H:23]([CH:28]1[CH2:33][CH2:32][CH2:31][CH2:30][CH2:29]1)[C:24]([O:26][CH3:27])=[O:25])=[O:21].CCCCCC.C(OCC)(=O)C. Product: [CH:28]1([C@H:23]([NH:22][C:20]([C:14]2[CH:15]=[CH:16][C:17]([F:19])=[CH:18][C:13]=2[NH:12][C:10]([NH:9][C:3]2[C:2]([CH3:1])=[CH:7][CH:6]=[CH:5][C:4]=2[CH3:8])=[O:11])=[O:21])[C:24]([O:26][CH3:27])=[O:25])[CH2:33][CH2:32][CH2:31][CH2:30][CH2:29]1. The catalyst class is: 17.